From a dataset of TCR-epitope binding with 47,182 pairs between 192 epitopes and 23,139 TCRs. Binary Classification. Given a T-cell receptor sequence (or CDR3 region) and an epitope sequence, predict whether binding occurs between them. (1) The epitope is ILGLPTQTV. The TCR CDR3 sequence is CSVRQANTGELFF. Result: 0 (the TCR does not bind to the epitope). (2) The epitope is KLWAQCVQL. The TCR CDR3 sequence is CASTFSGGELFF. Result: 0 (the TCR does not bind to the epitope).